From a dataset of Full USPTO retrosynthesis dataset with 1.9M reactions from patents (1976-2016). Predict the reactants needed to synthesize the given product. (1) Given the product [N:23]1([C:2]2[N:3]=[C:4]([NH:12][CH2:13][C:14]3[CH:19]=[CH:18][C:17]4[O:20][CH2:21][O:22][C:16]=4[CH:15]=3)[C:5]3[CH:10]=[C:9]([CH3:11])[S:8][C:6]=3[N:7]=2)[CH:27]=[CH:26][N:25]=[CH:24]1, predict the reactants needed to synthesize it. The reactants are: Cl[C:2]1[N:3]=[C:4]([NH:12][CH2:13][C:14]2[CH:19]=[CH:18][C:17]3[O:20][CH2:21][O:22][C:16]=3[CH:15]=2)[C:5]2[CH:10]=[C:9]([CH3:11])[S:8][C:6]=2[N:7]=1.[NH:23]1[CH:27]=[CH:26][N:25]=[CH:24]1.C1(O)C=CC=CC=1. (2) Given the product [NH2:19][C:15]1[CH:14]=[C:13]([C:10]2([CH3:33])[CH2:11][CH2:12][N:7]([CH2:1][CH2:2][CH2:3][CH2:4][CH2:5][CH3:6])[CH2:8][CH2:9]2)[CH:18]=[CH:17][CH:16]=1, predict the reactants needed to synthesize it. The reactants are: [CH2:1]([N:7]1[CH2:12][CH2:11][C:10]([CH3:33])([C:13]2[CH:18]=[CH:17][CH:16]=[C:15]([N:19]=C(C3C=CC=CC=3)C3C=CC=CC=3)[CH:14]=2)[CH2:9][CH2:8]1)[CH2:2][CH2:3][CH2:4][CH2:5][CH3:6].Cl. (3) Given the product [C:13]([O:12][C:9]1[CH:10]=[CH:11][C:5]2[CH:4]=[C:3]([CH2:1][CH3:2])[S:7][C:6]=2[CH:8]=1)(=[O:15])[CH3:14], predict the reactants needed to synthesize it. The reactants are: [CH2:1]([C:3]1[S:7][C:6]2[CH:8]=[C:9]([OH:12])[CH:10]=[CH:11][C:5]=2[CH:4]=1)[CH3:2].[C:13](Cl)(=[O:15])[CH3:14].CCN(CC)CC. (4) Given the product [C:1]([C:5]1[N:6]=[C:7]([N:16]2[CH2:20][CH2:19][C:18]([F:21])([F:22])[CH2:17]2)[C:8]2[N:13]=[N:12][N:11]([CH2:14][C:15]3[C:40]([Cl:43])=[CH:39][CH:38]=[CH:37][N:36]=3)[C:9]=2[N:10]=1)([CH3:2])([CH3:3])[CH3:4], predict the reactants needed to synthesize it. The reactants are: [C:1]([C:5]1[N:6]=[C:7]([N:16]2[CH2:20][CH2:19][C:18]([F:22])([F:21])[CH2:17]2)[C:8]2[N:13]=[N:12][N:11]([CH2:14][CH3:15])[C:9]=2[N:10]=1)([CH3:4])([CH3:3])[CH3:2].C(C1N=C([N:36]2[CH2:40][CH2:39][C:38](F)(F)[CH2:37]2)C2N=NNC=2N=1)(C)(C)C.[Cl:43]C1C=CN=CC=1CCl. (5) The reactants are: Br[C:2]1[CH:3]=[C:4]([N:8]2[C:16]3[CH2:15][CH2:14][CH2:13][CH:12]([OH:17])[C:11]=3[C:10]([C:18]([O:20][CH2:21][CH3:22])=[O:19])=[N:9]2)[CH:5]=[CH:6][CH:7]=1.[C:23]([C@:25]1([OH:32])[CH2:29][CH2:28][N:27]([CH3:30])[C:26]1=[O:31])#[CH:24]. Given the product [OH:17][CH:12]1[CH2:13][CH2:14][CH2:15][C:16]2[N:8]([C:4]3[CH:5]=[CH:6][CH:7]=[C:2]([C:24]#[C:23][C@:25]4([OH:32])[CH2:29][CH2:28][N:27]([CH3:30])[C:26]4=[O:31])[CH:3]=3)[N:9]=[C:10]([C:18]([O:20][CH2:21][CH3:22])=[O:19])[C:11]1=2, predict the reactants needed to synthesize it. (6) Given the product [CH2:33]([O:35][C:36](=[O:55])[CH2:37][C:38]1[CH:39]=[C:40]([C:16]2[CH:17]=[CH:18][C:19]([S:21]([CH3:24])(=[O:23])=[O:22])=[CH:20][C:15]=2[CH2:14][N:11]([C:9]([O:8][CH2:1][C:2]2[CH:7]=[CH:6][CH:5]=[CH:4][CH:3]=2)=[O:10])[CH2:12][CH3:13])[C:41]([O:44][CH3:45])=[CH:42][CH:43]=1)[CH3:34], predict the reactants needed to synthesize it. The reactants are: [CH2:1]([O:8][C:9]([N:11]([CH2:14][C:15]1[CH:20]=[C:19]([S:21]([CH3:24])(=[O:23])=[O:22])[CH:18]=[CH:17][C:16]=1OS(C(F)(F)F)(=O)=O)[CH2:12][CH3:13])=[O:10])[C:2]1[CH:7]=[CH:6][CH:5]=[CH:4][CH:3]=1.[CH2:33]([O:35][C:36](=[O:55])[CH2:37][C:38]1[CH:43]=[CH:42][C:41]([O:44][CH3:45])=[C:40](B2OC(C)(C)C(C)(C)O2)[CH:39]=1)[CH3:34].C(=O)([O-])[O-].[Cs+].[Cs+].